From a dataset of Full USPTO retrosynthesis dataset with 1.9M reactions from patents (1976-2016). Predict the reactants needed to synthesize the given product. (1) Given the product [Br:16][CH2:1][C:2]1[CH:3]=[CH:4][C:5]2[O:9][C:8]([C:10]([O:12][CH2:13][CH3:14])=[O:11])=[CH:7][C:6]=2[CH:15]=1, predict the reactants needed to synthesize it. The reactants are: [CH3:1][C:2]1[CH:3]=[CH:4][C:5]2[O:9][C:8]([C:10]([O:12][CH2:13][CH3:14])=[O:11])=[CH:7][C:6]=2[CH:15]=1.[Br:16]N1C(=O)CCC1=O.CC(N=NC(C#N)(C)C)(C#N)C. (2) Given the product [Cl:9][C:6]1[CH:7]=[CH:8][C:2]([B:20]2[O:21][C:22]([CH3:24])([CH3:23])[C:18]([CH3:25])([CH3:17])[O:19]2)=[C:3]([NH2:4])[CH:5]=1, predict the reactants needed to synthesize it. The reactants are: Br[C:2]1[CH:8]=[CH:7][C:6]([Cl:9])=[CH:5][C:3]=1[NH2:4].C(N(CC)CC)C.[CH3:17][C:18]1([CH3:25])[C:22]([CH3:24])([CH3:23])[O:21][BH:20][O:19]1. (3) Given the product [Br:1][C:2]1[CH:7]=[CH:6][C:5]([CH2:8][N:11]2[CH2:16][CH2:15][O:14][CH2:13][CH2:12]2)=[C:4]([F:10])[CH:3]=1, predict the reactants needed to synthesize it. The reactants are: [Br:1][C:2]1[CH:7]=[CH:6][C:5]([CH2:8]Br)=[C:4]([F:10])[CH:3]=1.[NH:11]1[CH2:16][CH2:15][O:14][CH2:13][CH2:12]1. (4) The reactants are: [CH:1]([Mg]Br)=[CH2:2].[Br:5][C:6]1[C:7]([CH3:15])=[N:8][CH:9]=[C:10]([N+:12]([O-])=O)[CH:11]=1. Given the product [Br:5][C:6]1[C:7]([CH3:15])=[N:8][CH:9]=[C:10]2[NH:12][CH:1]=[CH:2][C:11]=12, predict the reactants needed to synthesize it. (5) Given the product [Br:8][C:4]1[N:3]=[C:2]([C:18]2[CH:19]=[C:14]([CH:15]=[CH:16][CH:17]=2)[C:9]([O:11][CH2:12][CH3:13])=[O:10])[CH:7]=[CH:6][CH:5]=1, predict the reactants needed to synthesize it. The reactants are: Br[C:2]1[CH:7]=[CH:6][CH:5]=[C:4]([Br:8])[N:3]=1.[C:9]([C:14]1[CH:15]=[C:16](B(O)O)[CH:17]=[CH:18][CH:19]=1)([O:11][CH2:12][CH3:13])=[O:10].C(=O)([O-])[O-].[Na+].[Na+]. (6) Given the product [CH3:9][O:8][C:1]1[CH2:2][CH2:3][O:4][CH2:5][CH2:6][N:7]=1.[CH3:9][O:10][S:11]([O-:14])(=[O:13])=[O:12], predict the reactants needed to synthesize it. The reactants are: [C:1]1(=[O:8])[NH:7][CH2:6][CH2:5][O:4][CH2:3][CH2:2]1.[CH3:9][O:10][S:11]([O:14]C)(=[O:13])=[O:12]. (7) Given the product [CH2:12]1[N:13]([CH2:16][CH2:17][C:18]2[CH:19]=[C:20]3[CH2:28][C:26]([NH:25][C:21]3=[CH:22][C:23]=2[Cl:24])=[O:27])[CH2:14][CH2:15][N:10]([C:7]2[C:5]3[C:4](=[CH:3][CH:2]=[CH:1][CH:6]=3)[S:9][N:8]=2)[CH2:11]1.[OH2:31].[ClH:39], predict the reactants needed to synthesize it. The reactants are: [CH:1]1[CH:2]=[CH:3][C:4]2[S:9][N:8]=[C:7]([N:10]3[CH2:15][CH2:14][N:13]([CH2:16][CH2:17][C:18]4[CH:19]=[C:20]5[CH2:28][C:26](=[O:27])[NH:25][C:21]5=[CH:22][C:23]=4[Cl:24])[CH2:12][CH2:11]3)[C:5]=2[CH:6]=1.C([O:31]CC)C.CN(C)C=O.[ClH:39]. (8) Given the product [NH2:35][C:33]1[C:34]2[C:29]([CH3:36])=[N:28][N:27]([CH:9]([C:5]3[C:4]([O:12][CH3:13])=[C:3]([CH:14]4[CH2:15][N:16]([C:18]([O:20][C:21]([CH3:22])([CH3:23])[CH3:24])=[O:19])[CH2:17]4)[C:2]([Cl:1])=[C:7]([Cl:8])[CH:6]=3)[CH3:10])[C:26]=2[CH:25]=[CH:31][N:32]=1, predict the reactants needed to synthesize it. The reactants are: [Cl:1][C:2]1[C:7]([Cl:8])=[CH:6][C:5]([CH:9](Cl)[CH3:10])=[C:4]([O:12][CH3:13])[C:3]=1[CH:14]1[CH2:17][N:16]([C:18]([O:20][C:21]([CH3:24])([CH3:23])[CH3:22])=[O:19])[CH2:15]1.[CH3:25][C:26]1[C:34]2[C:29](=N[CH:31]=[N:32][C:33]=2[NH2:35])[NH:28][N:27]=1.[C:36](=O)([O-])[O-].[Cs+].[Cs+].[I-].[K+].